This data is from Full USPTO retrosynthesis dataset with 1.9M reactions from patents (1976-2016). The task is: Predict the reactants needed to synthesize the given product. Given the product [Cl:24][C:25]1[CH:30]=[CH:29][C:28]([C:4]([C:6]2[CH:7]=[CH:8][C:9]3[O:13][C:12]([CH2:14][CH2:15][N:16]4[CH2:20][CH2:19][CH2:18][C@H:17]4[CH3:21])=[CH:11][C:10]=3[CH:22]=2)=[O:5])=[CH:27][C:26]=1[CH3:33], predict the reactants needed to synthesize it. The reactants are: CON(C)[C:4]([C:6]1[CH:7]=[CH:8][C:9]2[O:13][C:12]([CH2:14][CH2:15][N:16]3[CH2:20][CH2:19][CH2:18][C@H:17]3[CH3:21])=[CH:11][C:10]=2[CH:22]=1)=[O:5].[Cl:24][C:25]1[CH:30]=[CH:29][C:28]([Mg]Br)=[CH:27][C:26]=1[CH3:33].